Dataset: Reaction yield outcomes from USPTO patents with 853,638 reactions. Task: Predict the reaction yield, written as a fraction of the theoretical maximum amount of product (1.0 means a 100% yield; for example, 0.34 means a 34% yield). (1) The reactants are Br[C:2]1[C:7](=[O:8])[N:6]([CH2:9][C:10]2[CH:15]=[CH:14][C:13]([C:16]3[C:17]([C:22]#[N:23])=[CH:18][CH:19]=[CH:20][CH:21]=3)=[CH:12][CH:11]=2)[C:5]([CH2:24][CH2:25][CH3:26])=[N:4][C:3]=1[CH2:27][CH3:28].[CH3:29][O:30][C:31]1[CH:32]=[C:33]([OH:39])[CH:34]=[CH:35][C:36]=1[O:37][CH3:38].[OH-].[K+].CS(C)=O. The catalyst is C(OCC)(=O)C. The product is [CH3:29][O:30][C:31]1[CH:32]=[C:33]([CH:34]=[CH:35][C:36]=1[O:37][CH3:38])[O:39][C:2]1[C:7](=[O:8])[N:6]([CH2:9][C:10]2[CH:15]=[CH:14][C:13]([C:16]3[C:17]([C:22]#[N:23])=[CH:18][CH:19]=[CH:20][CH:21]=3)=[CH:12][CH:11]=2)[C:5]([CH2:24][CH2:25][CH3:26])=[N:4][C:3]=1[CH2:27][CH3:28]. The yield is 0.610. (2) The yield is 0.540. The catalyst is C(Cl)Cl.C(COC)OC.C1COCC1.O. The reactants are [C:1]([NH:18][C@@H:19]([C:23](O)=[O:24])[CH:20]([CH3:22])[CH3:21])([O:3][CH2:4][CH:5]1[C:17]2[C:12](=[CH:13][CH:14]=[CH:15][CH:16]=2)[C:11]2[C:6]1=[CH:7][CH:8]=[CH:9][CH:10]=2)=[O:2].ON1C(=O)CCC1=O.C(N=C=NC(C)C)(C)C.[NH:43](C(OCC1C2C(=CC=CC=2)C2C1=CC=CC=2)=O)[C@@H:44]([C:48]([O:50]N1C(=O)CCC1=O)=[O:49])[CH:45](C)C.N[C@@H](C(O)=O)C.C(=O)(O)[O-].[Na+]. The product is [CH:16]1[C:17]2[CH:5]([CH2:4][O:3][C:1]([NH:18][C@H:19]([CH:20]([CH3:22])[CH3:21])[C:23]([NH:43][C@H:44]([CH3:45])[C:48]([OH:50])=[O:49])=[O:24])=[O:2])[C:6]3[C:11](=[CH:10][CH:9]=[CH:8][CH:7]=3)[C:12]=2[CH:13]=[CH:14][CH:15]=1. (3) The product is [Cl:1][C:2]1[CH:3]=[C:4]([C:9]2([F:27])[CH2:13][CH2:12][O:11][C:10]2=[O:14])[CH:5]=[CH:6][C:7]=1[Cl:8]. The reactants are [Cl:1][C:2]1[CH:3]=[C:4]([CH:9]2[CH2:13][CH2:12][O:11][C:10]2=[O:14])[CH:5]=[CH:6][C:7]=1[Cl:8].[H-].[Na+].C1C=CC(S(N(S(C2C=CC=CC=2)(=O)=O)[F:27])(=O)=O)=CC=1. The yield is 0.880. The catalyst is C1COCC1.